From a dataset of Reaction yield outcomes from USPTO patents with 853,638 reactions. Predict the reaction yield, written as a fraction of the theoretical maximum amount of product (1.0 means a 100% yield; for example, 0.34 means a 34% yield). No catalyst specified. The product is [Cl:1][C:2]1[CH:3]=[C:4]([C@H:9]2[C:10]3[C:32](=[CH:33][CH:34]=[CH:30][CH:11]=3)[C:36](=[O:35])[C:13]([CH3:12])([CH3:14])[CH2:18]2)[CH:5]=[CH:6][C:7]=1[Cl:8].[Cl:1][C:2]1[CH:3]=[C:4]([C@H:9]2[C:18]3[C:13](=[CH:14][CH:15]=[CH:16][CH:17]=3)[C:12](=[O:19])[CH:11]([CH3:21])[CH2:10]2)[CH:5]=[CH:6][C:7]=1[Cl:8]. The yield is 0.150. The reactants are [Cl:1][C:2]1[CH:3]=[C:4]([C@H:9]2[C:18]3[C:13](=[CH:14][CH:15]=[CH:16][CH:17]=3)[C:12](=[O:19])[CH2:11][CH2:10]2)[CH:5]=[CH:6][C:7]=1[Cl:8].[Li+].[CH3:21][Si]([N-][Si](C)(C)C)(C)C.[CH3:30]I.[CH2:32]1[CH2:36][O:35][CH2:34][CH2:33]1.